This data is from Reaction yield outcomes from USPTO patents with 853,638 reactions. The task is: Predict the reaction yield, written as a fraction of the theoretical maximum amount of product (1.0 means a 100% yield; for example, 0.34 means a 34% yield). The reactants are [Cl:1][C:2]1[C:3]([C:8]2([O:18][CH3:19])[CH2:17][CH2:16][C:11]3(OCC[O:12]3)[CH2:10][CH2:9]2)=[N:4][CH:5]=[CH:6][CH:7]=1.Cl. The catalyst is O1CCOCC1. The product is [Cl:1][C:2]1[C:3]([C:8]2([O:18][CH3:19])[CH2:9][CH2:10][C:11](=[O:12])[CH2:16][CH2:17]2)=[N:4][CH:5]=[CH:6][CH:7]=1. The yield is 0.940.